This data is from Reaction yield outcomes from USPTO patents with 853,638 reactions. The task is: Predict the reaction yield, written as a fraction of the theoretical maximum amount of product (1.0 means a 100% yield; for example, 0.34 means a 34% yield). The reactants are [B-](F)(F)(F)F.CN(C(O[N:14]1[C:19](=O)[CH2:18][CH2:17]C1=O)=[N+](C)C)C.[F:21][C:22]1[CH:23]=[C:24]([NH:29][CH:30]([C:32]2[CH:33]=[C:34]([C:49]([OH:51])=O)[CH:35]=[C:36]3[C:41]=2[O:40][C:39]([N:42]2[CH2:47][CH2:46][O:45][CH2:44][CH2:43]2)=[CH:38][C:37]3=[O:48])[CH3:31])[CH:25]=[C:26]([F:28])[CH:27]=1.C(N(C(C)C)C(C)C)C.N1CCC1. The catalyst is C(Cl)Cl.CN(C=O)C. The product is [N:14]1([C:49]([C:34]2[CH:35]=[C:36]3[C:41](=[C:32]([CH:30]([NH:29][C:24]4[CH:23]=[C:22]([F:21])[CH:27]=[C:26]([F:28])[CH:25]=4)[CH3:31])[CH:33]=2)[O:40][C:39]([N:42]2[CH2:47][CH2:46][O:45][CH2:44][CH2:43]2)=[CH:38][C:37]3=[O:48])=[O:51])[CH2:17][CH2:18][CH2:19]1. The yield is 0.610.